This data is from Catalyst prediction with 721,799 reactions and 888 catalyst types from USPTO. The task is: Predict which catalyst facilitates the given reaction. Reactant: [NH2:1][C@@H:2]1[C:9](=[O:10])[N:8]2[C@@H:3]1[S:4][CH2:5][C:6](/[CH:14]=[C:15]1/[C:16](=[O:36])[N:17]([C@@H:20]3[CH2:24][CH2:23][N:22]([C:25]([O:27][CH2:28][C:29]4[O:30][C:31](=[O:35])[O:32][C:33]=4[CH3:34])=[O:26])[CH2:21]3)[CH2:18][CH2:19]/1)=[C:7]2[C:11]([OH:13])=[O:12].O.[C:38]1(C)[CH:43]=[CH:42][C:41](S(O)(=O)=O)=[CH:40][CH:39]=1. Product: [NH2:1][C@@H:2]1[C:9](=[O:10])[N:8]2[C@@H:3]1[S:4][CH2:5][C:6](/[CH:14]=[C:15]1/[C:16](=[O:36])[N:17]([C@@H:20]3[CH2:24][CH2:23][N:22]([C:25]([O:27][CH2:28][C:29]4[O:30][C:31](=[O:35])[O:32][C:33]=4[CH3:34])=[O:26])[CH2:21]3)[CH2:18][CH2:19]/1)=[C:7]2[C:11]([O-:13])=[O:12].[CH:7]1([NH2+:8][CH:38]2[CH2:39][CH2:40][CH2:41][CH2:42][CH2:43]2)[CH2:6][CH2:14][CH2:15][CH2:19][CH2:18]1. The catalyst class is: 5.